From a dataset of Reaction yield outcomes from USPTO patents with 853,638 reactions. Predict the reaction yield, written as a fraction of the theoretical maximum amount of product (1.0 means a 100% yield; for example, 0.34 means a 34% yield). (1) The reactants are [OH-].[K+].[C:3]([OH:11])(=[O:10])[C:4]1[CH:9]=[CH:8][CH:7]=[CH:6][CH:5]=1.CN(C=O)C.Cl[CH:18]([C:22](=[O:24])[CH3:23])[C:19](=[O:21])[CH3:20]. The catalyst is O. The product is [C:3]([O:11][CH:18]([C:22](=[O:24])[CH3:23])[C:19](=[O:21])[CH3:20])(=[O:10])[C:4]1[CH:9]=[CH:8][CH:7]=[CH:6][CH:5]=1. The yield is 0.961. (2) The reactants are [CH3:1][O:2][C:3]1[CH:8]=[CH:7][C:6]([CH:9]2[CH:14]3[CH:10]2[CH2:11][NH:12][CH2:13]3)=[CH:5][CH:4]=1.[NH2:15][C:16]1[CH:17]=[C:18]([CH:22]=[CH:23][C:24]=1[CH3:25])[C:19](O)=[O:20].Cl.C(N=C=NCCCN(C)C)C.ON1C2C=CC=CC=2N=N1.C(N(C(C)C)CC)(C)C.C([O-])(O)=O.[Na+]. The catalyst is CN(C=O)C. The product is [NH2:15][C:16]1[CH:17]=[C:18]([C:19]([N:12]2[CH2:13][CH:14]3[CH:10]([CH:9]3[C:6]3[CH:7]=[CH:8][C:3]([O:2][CH3:1])=[CH:4][CH:5]=3)[CH2:11]2)=[O:20])[CH:22]=[CH:23][C:24]=1[CH3:25]. The yield is 0.570. (3) The catalyst is CO.[Pd]. The yield is 0.630. The reactants are [CH:1]1([C:4]2[C:5]([N:24]([C:29]3[CH:34]=[CH:33][C:32]([N+:35]([O-])=O)=[C:31]([CH:38]([F:40])[F:39])[CH:30]=3)[S:25]([CH3:28])(=[O:27])=[O:26])=[CH:6][C:7]3[O:11][C:10]([C:12]4[CH:17]=[CH:16][C:15]([F:18])=[CH:14][CH:13]=4)=[C:9]([C:19]([NH:21][CH3:22])=[O:20])[C:8]=3[CH:23]=2)[CH2:3][CH2:2]1. The product is [NH2:35][C:32]1[CH:33]=[CH:34][C:29]([N:24]([C:5]2[C:4]([CH:1]3[CH2:2][CH2:3]3)=[CH:23][C:8]3[C:9]([C:19]([NH:21][CH3:22])=[O:20])=[C:10]([C:12]4[CH:13]=[CH:14][C:15]([F:18])=[CH:16][CH:17]=4)[O:11][C:7]=3[CH:6]=2)[S:25]([CH3:28])(=[O:27])=[O:26])=[CH:30][C:31]=1[CH:38]([F:40])[F:39]. (4) The reactants are [CH3:1][O:2][C:3]1[CH:8]=[CH:7][C:6]([C:9]2[CH:17]=[CH:16][CH:15]=[C:14]3[C:10]=2[CH2:11][C:12](=[O:18])[NH:13]3)=[CH:5][CH:4]=1.[CH3:19][C@H:20]1[NH:25][C@@H:24]([CH3:26])[CH2:23][N:22]([C:27]([C:29]2[C:30]([CH3:37])=[C:31]([CH:35]=O)[NH:32][C:33]=2[CH3:34])=[O:28])[CH2:21]1. The catalyst is C(O)C.N1CCCCC1. The product is [CH3:19][C@H:20]1[NH:25][C@@H:24]([CH3:26])[CH2:23][N:22]([C:27]([C:29]2[C:30]([CH3:37])=[C:31]([CH:35]=[C:11]3[C:10]4[C:14](=[CH:15][CH:16]=[CH:17][C:9]=4[C:6]4[CH:7]=[CH:8][C:3]([O:2][CH3:1])=[CH:4][CH:5]=4)[NH:13][C:12]3=[O:18])[NH:32][C:33]=2[CH3:34])=[O:28])[CH2:21]1. The yield is 0.730. (5) The reactants are CO[C:3](=[O:22])[C:4]1[CH:9]=[C:8]([C:10]2[N:11]([CH:15]([CH3:17])[CH3:16])[N:12]=[CH:13][CH:14]=2)[C:7]([CH:18]([F:20])[F:19])=[CH:6][C:5]=1[NH2:21].CC[N:25]([CH2:28]C)CC.[CH3:30][S:31]([NH:34]N)(=[O:33])=[O:32].[OH-:36].[Na+]. The catalyst is C(Cl)Cl. The product is [F:20][CH:18]([F:19])[C:7]1[CH:6]=[C:5]2[C:4]([C:3](=[O:22])[N:25]([NH:34][S:31]([CH3:30])(=[O:33])=[O:32])[C:28](=[O:36])[NH:21]2)=[CH:9][C:8]=1[C:10]1[N:11]([CH:15]([CH3:16])[CH3:17])[N:12]=[CH:13][CH:14]=1. The yield is 0.600. (6) The catalyst is O1CCOCC1. The yield is 0.480. The reactants are [CH2:1]([OH:8])[C:2]([NH2:7])([CH2:5][OH:6])[CH2:3][OH:4].[OH-].[K+].[C:11](#[N:14])[CH:12]=[CH2:13].Cl. The product is [NH2:7][C:2]([CH2:5][O:6][CH2:13][CH2:12][C:11]#[N:14])([CH2:3][O:4][CH2:13][CH2:12][C:11]#[N:14])[CH2:1][O:8][CH2:13][CH2:12][C:11]#[N:14]. (7) The reactants are [CH3:1][O:2][C:3]1[CH:9]=[CH:8][C:6]([NH2:7])=[CH:5][CH:4]=1.C(N(CC)CC)C.[Cl-].ClC1N(C)CC[NH+]1C.[CH3:26][O:27][C:28]1[C:29](=[O:56])[C:30]([CH3:55])=[C:31]([CH2:37][C:38]2[CH:39]=[CH:40][C:41]([O:47][CH2:48][C:49]3[CH:54]=[CH:53][CH:52]=[CH:51][CH:50]=3)=[C:42]([CH:46]=2)[C:43](O)=[O:44])[C:32](=[O:36])[C:33]=1[O:34][CH3:35]. The catalyst is C(Cl)Cl. The product is [CH3:26][O:27][C:28]1[C:29](=[O:56])[C:30]([CH3:55])=[C:31]([CH2:37][C:38]2[CH:39]=[CH:40][C:41]([O:47][CH2:48][C:49]3[CH:50]=[CH:51][CH:52]=[CH:53][CH:54]=3)=[C:42]([CH:46]=2)[C:43]([NH:7][C:6]2[CH:8]=[CH:9][C:3]([O:2][CH3:1])=[CH:4][CH:5]=2)=[O:44])[C:32](=[O:36])[C:33]=1[O:34][CH3:35]. The yield is 0.810. (8) The yield is 0.560. The reactants are [Cl:1][C:2]1[N:3]([C@@H:15]2[O:21][C@H:20]([CH2:22][OH:23])[C@@H:18]([OH:19])[C@H:16]2[OH:17])[C:4]2[C:9]([C:10]=1[CH:11]=O)=[CH:8][C:7]([Cl:13])=[C:6]([Cl:14])[CH:5]=2.[CH3:24][C:25]([NH:27][NH2:28])=[O:26].O. The product is [Cl:1][CH:2]1[C:10](=[C:11]=[N:28][NH:27][C:25](=[O:26])[CH3:24])[C:9]2[C:4](=[CH:5][C:6]([Cl:14])=[C:7]([Cl:13])[CH:8]=2)[N:3]1[C@@H:15]1[O:21][C@H:20]([CH2:22][OH:23])[C@@H:18]([OH:19])[C@H:16]1[OH:17]. The catalyst is CO. (9) The reactants are Cl[C:2]1[C:3]([O:12][CH2:13][C:14]([F:17])([F:16])[F:15])=[N:4][CH:5]=[C:6]([CH:11]=1)[C:7]([O:9][CH3:10])=[O:8].[C:18]([NH2:21])(=[O:20])[CH3:19].P([O-])([O-])([O-])=O.[K+].[K+].[K+].C(P(C(C)(C)C)C1C=CC=CC=1C1C(C(C)C)=CC(C(C)C)=CC=1C(C)C)(C)(C)C. The catalyst is C(O)(C)(C)C.C1C=CC(/C=C/C(/C=C/C2C=CC=CC=2)=O)=CC=1.C1C=CC(/C=C/C(/C=C/C2C=CC=CC=2)=O)=CC=1.C1C=CC(/C=C/C(/C=C/C2C=CC=CC=2)=O)=CC=1.[Pd].[Pd].C(OCC)(=O)C.O. The product is [C:18]([NH:21][C:2]1[C:3]([O:12][CH2:13][C:14]([F:17])([F:16])[F:15])=[N:4][CH:5]=[C:6]([CH:11]=1)[C:7]([O:9][CH3:10])=[O:8])(=[O:20])[CH3:19]. The yield is 0.180. (10) The reactants are Br[C:2]1[CH:7]=[CH:6][C:5]([C:8]([F:11])([F:10])[F:9])=[CH:4][CH:3]=1.[Mg].Br[C:14]1[CH:15]=[N:16][CH:17]=[CH:18][CH:19]=1.Cl. The catalyst is C1COCC1.C1C=CC(P(C2C=CC=CC=2)C2C=CC=CC=2)=CC=1.C1C=CC(P(C2C=CC=CC=2)C2C=CC=CC=2)=CC=1.[Cl-].[Cl-].[Ni+2]. The product is [F:9][C:8]([F:11])([F:10])[C:5]1[CH:6]=[CH:7][C:2]([C:14]2[CH:15]=[N:16][CH:17]=[CH:18][CH:19]=2)=[CH:3][CH:4]=1. The yield is 0.300.